From a dataset of Forward reaction prediction with 1.9M reactions from USPTO patents (1976-2016). Predict the product of the given reaction. (1) Given the reactants C(OC([NH:8][CH2:9][CH2:10][N:11]1[C:15](=[O:16])[CH:14]=[CH:13][C:12]1=[O:17])=O)(C)(C)C.[F:18][C:19]([F:24])([F:23])[C:20]([OH:22])=[O:21].C1(OC)C=CC=CC=1, predict the reaction product. The product is: [NH2:8][CH2:9][CH2:10][N:11]1[C:15](=[O:16])[CH:14]=[CH:13][C:12]1=[O:17].[F:18][C:19]([F:24])([F:23])[C:20]([OH:22])=[O:21]. (2) Given the reactants [I:1][C:2]1[O:3][C:4]([C:7]2[CH:12]=[CH:11]N=CC=2)=[CH:5][N:6]=1.[N:13]1C=CC=[CH:15][C:14]=1C1OC=NC=1, predict the reaction product. The product is: [I:1][C:2]1[O:3][C:4]([C:7]2[CH:12]=[CH:11][CH:15]=[CH:14][N:13]=2)=[CH:5][N:6]=1.